From a dataset of NCI-60 drug combinations with 297,098 pairs across 59 cell lines. Regression. Given two drug SMILES strings and cell line genomic features, predict the synergy score measuring deviation from expected non-interaction effect. Drug 1: CCC1(CC2CC(C3=C(CCN(C2)C1)C4=CC=CC=C4N3)(C5=C(C=C6C(=C5)C78CCN9C7C(C=CC9)(C(C(C8N6C)(C(=O)OC)O)OC(=O)C)CC)OC)C(=O)OC)O.OS(=O)(=O)O. Drug 2: CS(=O)(=O)OCCCCOS(=O)(=O)C. Cell line: RXF 393. Synergy scores: CSS=7.93, Synergy_ZIP=-2.80, Synergy_Bliss=1.72, Synergy_Loewe=-10.1, Synergy_HSA=1.02.